The task is: Regression. Given a peptide amino acid sequence and an MHC pseudo amino acid sequence, predict their binding affinity value. This is MHC class I binding data.. This data is from Peptide-MHC class I binding affinity with 185,985 pairs from IEDB/IMGT. (1) The peptide sequence is VHDTNATKL. The MHC is HLA-B18:01 with pseudo-sequence HLA-B18:01. The binding affinity (normalized) is 0.0847. (2) The peptide sequence is YLYETYHLI. The MHC is HLA-A02:12 with pseudo-sequence HLA-A02:12. The binding affinity (normalized) is 1.00. (3) The peptide sequence is ALAKAAAAI. The MHC is HLA-A02:02 with pseudo-sequence HLA-A02:02. The binding affinity (normalized) is 0.661. (4) The peptide sequence is SLYSNGNAY. The MHC is Mamu-A02 with pseudo-sequence Mamu-A02. The binding affinity (normalized) is 0.402. (5) The peptide sequence is LPAQLTATA. The MHC is HLA-B38:01 with pseudo-sequence HLA-B38:01. The binding affinity (normalized) is 0.0847.